This data is from Full USPTO retrosynthesis dataset with 1.9M reactions from patents (1976-2016). The task is: Predict the reactants needed to synthesize the given product. (1) Given the product [C:1]([O:5][C:6](=[O:20])[N:7]([CH2:10][C:11]1[CH:16]=[CH:15][C:14]([Cl:17])=[C:13]([CH2:18][NH:24][CH:21]2[CH2:23][CH2:22]2)[CH:12]=1)[CH2:8][CH3:9])([CH3:4])([CH3:3])[CH3:2], predict the reactants needed to synthesize it. The reactants are: [C:1]([O:5][C:6](=[O:20])[N:7]([CH2:10][C:11]1[CH:16]=[CH:15][C:14]([Cl:17])=[C:13]([CH:18]=O)[CH:12]=1)[CH2:8][CH3:9])([CH3:4])([CH3:3])[CH3:2].[CH:21]1([NH2:24])[CH2:23][CH2:22]1.CCN(CC)CC.[BH4-].[Na+].C([O-])(O)=O.[Na+]. (2) Given the product [ClH:15].[NH:1]([C:5]1[CH:14]=[C:13]2[C:8]([C:9]([CH2:16][C:17]3[CH:22]=[CH:21][N:20]=[CH:19][CH:18]=3)=[N:10][N:11]=[C:12]2[NH:28][C:27]2[CH:29]=[CH:30][CH:31]=[C:25]([O:24][CH3:23])[CH:26]=2)=[CH:7][CH:6]=1)[C:2]([CH3:4])=[O:3], predict the reactants needed to synthesize it. The reactants are: [NH:1]([C:5]1[CH:14]=[C:13]2[C:8]([C:9]([CH2:16][C:17]3[CH:22]=[CH:21][N:20]=[CH:19][CH:18]=3)=[N:10][N:11]=[C:12]2[Cl:15])=[CH:7][CH:6]=1)[C:2]([CH3:4])=[O:3].[CH3:23][O:24][C:25]1[CH:26]=[C:27]([CH:29]=[CH:30][CH:31]=1)[NH2:28]. (3) Given the product [CH3:8][C:9]1[CH:10]=[C:11]([NH:12][C:5](=[O:7])[CH3:6])[CH:13]=[C:14]([CH3:16])[CH:15]=1, predict the reactants needed to synthesize it. The reactants are: C(O[C:5](=[O:7])[CH3:6])(=O)C.[CH3:8][C:9]1[CH:10]=[C:11]([CH:13]=[C:14]([CH3:16])[CH:15]=1)[NH2:12].NC1C=CC=CC=1.[OH-].[Na+]. (4) Given the product [CH3:1][N:2]([C:4](=[Se:19])[C:5]1[CH:10]=[CH:9][CH:8]=[CH:7][CH:6]=1)[NH2:3], predict the reactants needed to synthesize it. The reactants are: [CH3:1][N:2]([C:4](=O)[C:5]1[CH:10]=[CH:9][CH:8]=[CH:7][CH:6]=1)[NH2:3].C1C=CC(P2([Se]P(C3C=CC=CC=3)(=[Se])[Se]2)=[Se:19])=CC=1. (5) Given the product [CH3:14][O:13][C:10]1[C:9]([C:24]2[CH:23]=[CH:22][CH:21]=[C:20]([O:19][CH3:18])[N:25]=2)=[CH:8][C:7]([CH2:6][N:1]2[CH:5]=[N:4][CH:3]=[N:2]2)=[CH:12][N:11]=1, predict the reactants needed to synthesize it. The reactants are: [N:1]1([CH2:6][C:7]2[CH:8]=[C:9](Br)[C:10]([O:13][CH:14](F)F)=[N:11][CH:12]=2)[CH:5]=[N:4][CH:3]=[N:2]1.[CH3:18][O:19][C:20]1[N:25]=[C:24](B(O)O)[CH:23]=[CH:22][CH:21]=1.C1C=CC=CC=1.C(=O)([O-])[O-].[Na+].[Na+]. (6) Given the product [F:26][C:27]1[CH:32]=[CH:31][C:30]([CH2:33][CH2:34][N:35]2[CH2:36][CH2:37][N:38]([C:23]([C:13]3[C:22]4[C:17](=[CH:18][CH:19]=[CH:20][CH:21]=4)[CH:16]=[CH:15][N:14]=3)=[O:25])[CH2:39][CH2:40]2)=[CH:29][CH:28]=1, predict the reactants needed to synthesize it. The reactants are: C(N1C=CN=C1)(N1C=CN=C1)=O.[C:13]1([C:23]([OH:25])=O)[C:22]2[C:17](=[CH:18][CH:19]=[CH:20][CH:21]=2)[CH:16]=[CH:15][N:14]=1.[F:26][C:27]1[CH:32]=[CH:31][C:30]([CH2:33][CH2:34][N:35]2[CH2:40][CH2:39][NH:38][CH2:37][CH2:36]2)=[CH:29][CH:28]=1.C(N(CC)CC)C. (7) The reactants are: [Cl:1][C:2]1[C:7]([N:8]2[CH2:13][CH2:12][C:11]([CH3:14])=[C:10]([C:15]3[CH:20]=[CH:19][C:18]([N+:21]([O-])=O)=[CH:17][CH:16]=3)[CH2:9]2)=[N:6][CH:5]=[CH:4][N:3]=1.Cl[Sn]Cl. Given the product [Cl:1][C:2]1[C:7]([N:8]2[CH2:13][CH2:12][C:11]([CH3:14])=[C:10]([C:15]3[CH:16]=[CH:17][C:18]([NH2:21])=[CH:19][CH:20]=3)[CH2:9]2)=[N:6][CH:5]=[CH:4][N:3]=1, predict the reactants needed to synthesize it. (8) Given the product [CH3:39][C:35]1([CH2:34][O:33][C:31]2[CH:30]=[CH:29][C:28]3[N:24]([C:21]4[CH:20]=[CH:19][C:18]5[C:23](=[C:14]([N:11]6[CH2:10][CH2:9][CH:8]([NH2:7])[CH2:13][CH2:12]6)[CH:15]=[CH:16][CH:17]=5)[N:22]=4)[CH:25]=[N:26][C:27]=3[CH:32]=2)[CH2:38][O:37][CH2:36]1, predict the reactants needed to synthesize it. The reactants are: C(OC(=O)[NH:7][CH:8]1[CH2:13][CH2:12][N:11]([C:14]2[CH:15]=[CH:16][CH:17]=[C:18]3[C:23]=2[N:22]=[C:21]([N:24]2[C:28]4[CH:29]=[CH:30][C:31]([O:33][CH2:34][C:35]5([CH3:39])[CH2:38][O:37][CH2:36]5)=[CH:32][C:27]=4[N:26]=[CH:25]2)[CH:20]=[CH:19]3)[CH2:10][CH2:9]1)(C)(C)C.CC(C)([O-])C.[Na+].O.